Dataset: CYP3A4 inhibition data for predicting drug metabolism from PubChem BioAssay. Task: Regression/Classification. Given a drug SMILES string, predict its absorption, distribution, metabolism, or excretion properties. Task type varies by dataset: regression for continuous measurements (e.g., permeability, clearance, half-life) or binary classification for categorical outcomes (e.g., BBB penetration, CYP inhibition). Dataset: cyp3a4_veith. The drug is O=C(c1nc2ccc([N+](=O)[O-])cc2[nH]c1=O)[C@@H](O)c1ccc2c(c1)OCO2. The result is 0 (non-inhibitor).